Dataset: Forward reaction prediction with 1.9M reactions from USPTO patents (1976-2016). Task: Predict the product of the given reaction. (1) Given the reactants [F:1][C:2]([F:13])([F:12])[O:3][C:4]1[CH:11]=[CH:10][CH:9]=[CH:8][C:5]=1[CH2:6][Br:7].[Br-].[C:15]1([PH+:21]([C:28]2[CH:33]=[CH:32][CH:31]=[CH:30][CH:29]=2)[C:22]2[CH:27]=[CH:26][CH:25]=[CH:24][CH:23]=2)[CH:20]=[CH:19][CH:18]=[CH:17][CH:16]=1, predict the reaction product. The product is: [Br-:7].[C:28]1([P+:21]([C:15]2[CH:16]=[CH:17][CH:18]=[CH:19][CH:20]=2)([C:22]2[CH:27]=[CH:26][CH:25]=[CH:24][CH:23]=2)[CH2:6][C:5]2[CH:8]=[CH:9][CH:10]=[CH:11][C:4]=2[O:3][C:2]([F:13])([F:12])[F:1])[CH:29]=[CH:30][CH:31]=[CH:32][CH:33]=1. (2) Given the reactants [C:1]1([C:7]2([N:14]3[CH2:19][CH2:18][CH:17]([N:20]4[C:24]5[CH:25]=[CH:26][CH:27]=[CH:28][C:23]=5[N:22]=[C:21]4[N:29]4[CH2:35][CH:34]5[N:36](C(OC(C)(C)C)=O)[CH:31]([CH2:32][CH2:33]5)[CH2:30]4)[CH2:16][CH2:15]3)[CH2:13][CH2:12][CH2:11][CH2:10][CH2:9][CH2:8]2)[CH:6]=[CH:5][CH:4]=[CH:3][CH:2]=1.FC(F)(F)C(O)=O, predict the reaction product. The product is: [CH:31]12[NH:36][CH:34]([CH2:33][CH2:32]1)[CH2:35][N:29]([C:21]1[N:20]([CH:17]3[CH2:18][CH2:19][N:14]([C:7]4([C:1]5[CH:6]=[CH:5][CH:4]=[CH:3][CH:2]=5)[CH2:8][CH2:9][CH2:10][CH2:11][CH2:12][CH2:13]4)[CH2:15][CH2:16]3)[C:24]3[CH:25]=[CH:26][CH:27]=[CH:28][C:23]=3[N:22]=1)[CH2:30]2. (3) The product is: [Cl:1][C:2]1[CH:6]=[CH:5][NH:4][N:3]=1.[CH3:31][N:32]([CH3:37])[S:33]([N:23]1[CH:24]=[CH:25][CH:21]=[N:22]1)(=[O:35])=[O:34]. Given the reactants [Cl:1][C:2]1[CH:6]=[CH:5][N:4](C2C=NC=CC=2)[N:3]=1.BrC1C=NC=CC=1.Cl[C:21]1[CH:25]=[CH:24][NH:23][N:22]=1.N1C=CC=N1.[CH3:31][N:32]([CH3:37])[S:33](Cl)(=[O:35])=[O:34].[H-].[Na+], predict the reaction product. (4) The product is: [ClH:30].[F:1][C:2]1[CH:3]=[C:4]([C@:13]2([NH2:23])[C:18]3=[N:19][CH:20]=[CH:21][CH:22]=[C:17]3[O:16][CH2:15][CH2:14]2)[CH:5]=[CH:6][C:7]=1[O:8][C:9]([F:12])([F:10])[F:11]. Given the reactants [F:1][C:2]1[CH:3]=[C:4]([C@:13]2([NH:23][S@@](C(C)(C)C)=O)[C:18]3=[N:19][CH:20]=[CH:21][CH:22]=[C:17]3[O:16][CH2:15][CH2:14]2)[CH:5]=[CH:6][C:7]=1[O:8][C:9]([F:12])([F:11])[F:10].[ClH:30], predict the reaction product.